Predict the reaction yield, written as a fraction of the theoretical maximum amount of product (1.0 means a 100% yield; for example, 0.34 means a 34% yield). From a dataset of Reaction yield outcomes from USPTO patents with 853,638 reactions. (1) The reactants are [O:1]=[C:2]1[NH:6][C@H:5]([C:7]([O:9][CH3:10])=[O:8])[CH2:4][CH2:3]1.C(N(CC)CC)C.[O:18](C(OC(C)(C)C)=O)[C:19]([O:21][C:22]([CH3:25])([CH3:24])[CH3:23])=O. The catalyst is C(Cl)Cl.CN(C1C=CN=CC=1)C. The product is [O:1]=[C:2]1[N:6]([C:19]([O:21][C:22]([CH3:25])([CH3:24])[CH3:23])=[O:18])[C@H:5]([C:7]([O:9][CH3:10])=[O:8])[CH2:4][CH2:3]1. The yield is 0.960. (2) The reactants are [CH3:1][Mg]Cl.[C:4]([C:12]1[CH:17]=[CH:16][C:15]([NH:18][C:19]([CH:21]2[O:25][N:24]=[C:23]([C:26]3[CH:27]=[N:28][CH:29]=[CH:30][CH:31]=3)[CH2:22]2)=[O:20])=[CH:14][CH:13]=1)(=[O:11])[C:5]1[CH:10]=[CH:9][CH:8]=[CH:7][CH:6]=1.O. The catalyst is C1COCC1. The product is [OH:11][C:4]([C:12]1[CH:13]=[CH:14][C:15]([NH:18][C:19]([CH:21]2[O:25][N:24]=[C:23]([C:26]3[CH:27]=[N:28][CH:29]=[CH:30][CH:31]=3)[CH2:22]2)=[O:20])=[CH:16][CH:17]=1)([C:5]1[CH:10]=[CH:9][CH:8]=[CH:7][CH:6]=1)[CH3:1]. The yield is 0.500. (3) The reactants are [CH3:1][O:2][C:3]1[CH:4]=[C:5]2[C:10](=[CH:11][C:12]=1[O:13][CH3:14])[N:9]=[CH:8][N:7]=[C:6]2[N:15]1[CH2:20][CH2:19][C:18]2[NH:21][N:22]=[C:23]([CH2:24]O)[C:17]=2[CH2:16]1.S(Cl)([Cl:28])=O. The catalyst is O1CCCC1. The product is [Cl:28][CH2:24][C:23]1[C:17]2[CH2:16][N:15]([C:6]3[C:5]4[C:10](=[CH:11][C:12]([O:13][CH3:14])=[C:3]([O:2][CH3:1])[CH:4]=4)[N:9]=[CH:8][N:7]=3)[CH2:20][CH2:19][C:18]=2[NH:21][N:22]=1. The yield is 0.240. (4) The reactants are [OH:1][C:2]1[CH:9]=[CH:8][C:5]([CH:6]=[O:7])=[C:4]([O:10][CH3:11])[CH:3]=1.C(=O)([O-])[O-].[K+].[K+].Cl.Cl[CH2:20][CH2:21][N:22]1[CH2:27][CH2:26][CH2:25][CH2:24][CH2:23]1. The catalyst is CN(C)C=O.[Br-].C([N+](CCCC)(CCCC)CCCC)CCC.C(OCC)(=O)C. The product is [CH3:11][O:10][C:4]1[CH:3]=[C:2]([O:1][CH2:20][CH2:21][N:22]2[CH2:27][CH2:26][CH2:25][CH2:24][CH2:23]2)[CH:9]=[CH:8][C:5]=1[CH:6]=[O:7]. The yield is 0.160.